Dataset: Catalyst prediction with 721,799 reactions and 888 catalyst types from USPTO. Task: Predict which catalyst facilitates the given reaction. Product: [C:33]([O:32][C:30]([N:8]1[CH2:11][CH2:10][CH:9]1[C:12]([OH:14])=[O:13])=[O:31])([CH3:34])([CH3:35])[CH3:36]. The catalyst class is: 105. Reactant: C([N:8]1[CH2:11][CH2:10][CH:9]1[C:12]([O:14]CC1C=CC=CC=1)=[O:13])C1C=CC=CC=1.[C:30](O[C:30]([O:32][C:33]([CH3:36])([CH3:35])[CH3:34])=[O:31])([O:32][C:33]([CH3:36])([CH3:35])[CH3:34])=[O:31].